Task: Predict the reactants needed to synthesize the given product.. Dataset: Full USPTO retrosynthesis dataset with 1.9M reactions from patents (1976-2016) (1) Given the product [C:43]([O:47][C:24](=[O:33])[NH:21][C:13]12[CH2:12][CH:11]3[CH2:18][C:7]([C:1]4[CH:6]=[CH:5][CH:4]=[CH:3][CH:2]=4)([CH2:8][CH:9]1[CH2:10]3)[CH2:14]2)([CH3:46])([CH3:45])[CH3:44], predict the reactants needed to synthesize it. The reactants are: [C:1]1([C:7]23[CH2:18][CH:11]4[CH2:12][C:13](C(O)=O)([CH2:14]2)[CH:9]([CH2:10]4)[CH2:8]3)[CH:6]=[CH:5][CH:4]=[CH:3][CH:2]=1.C([N:21]([CH2:24]C)CC)C.C1(P(N=[N+]=[N-])(C2C=CC=CC=2)=[O:33])C=CC=CC=1.[C:43]([OH:47])([CH3:46])([CH3:45])[CH3:44]. (2) Given the product [Br:21][C:18]1[CH:19]=[CH:20][C:15]([N:12]2[C:11]3[CH:10]=[CH:9][CH:8]=[CH:7][C:6]=3[C:5]3[C:13]2=[CH:1][CH:2]=[CH:3][CH:4]=3)=[CH:16][CH:17]=1, predict the reactants needed to synthesize it. The reactants are: [CH:1]1[C:13]2[NH:12][C:11]3[C:6](=[CH:7][CH:8]=[CH:9][CH:10]=3)[C:5]=2[CH:4]=[CH:3][CH:2]=1.I[C:15]1[CH:20]=[CH:19][C:18]([Br:21])=[CH:17][CH:16]=1.C(=O)([O-])[O-].[K+].[K+]. (3) Given the product [C:1]([C:4]1[CH:13]=[C:12]([NH:14][CH2:15][C:16]([OH:18])=[O:17])[C:11]2[C:6](=[CH:7][CH:8]=[C:9]([C:23]([F:24])([F:25])[F:26])[CH:10]=2)[N:5]=1)(=[O:3])[NH2:2], predict the reactants needed to synthesize it. The reactants are: [C:1]([C:4]1[CH:13]=[C:12]([NH:14][CH2:15][C:16]([O:18]C(C)(C)C)=[O:17])[C:11]2[C:6](=[CH:7][CH:8]=[C:9]([C:23]([F:26])([F:25])[F:24])[CH:10]=2)[N:5]=1)(=[O:3])[NH2:2].C1(SC)C=CC=CC=1.FC(F)(F)C(O)=O. (4) Given the product [NH2:1][C:2]1[CH:7]=[C:6]([C:8]2[C:9]([C:20]3[CH:21]=[CH:22][C:23]([Cl:26])=[CH:24][CH:25]=3)=[N:10][N:11]([C:13]3[CH2:18][CH2:17][C:16](=[O:19])[NH:15][N:14]=3)[CH:12]=2)[CH:5]=[CH:4][N:3]=1, predict the reactants needed to synthesize it. The reactants are: [NH2:1][C:2]1[CH:7]=[C:6]([C:8]2[C:9]([C:20]3[CH:25]=[CH:24][C:23]([Cl:26])=[CH:22][CH:21]=3)=[N:10][N:11]([C:13]3[CH:18]=[CH:17][C:16](=[O:19])[NH:15][N:14]=3)[CH:12]=2)[CH:5]=[CH:4][N:3]=1.NC1C=C(C2C(C3C=CC=CC=3)=NN(C3C=CC(=O)NN=3)C=2)C=CN=1. (5) Given the product [Br:1][C:2]1[CH:3]=[CH:4][C:5]([S:8][C:13]2[CH:12]=[N:11][C:10]([Cl:9])=[CH:15][CH:14]=2)=[N:6][CH:7]=1, predict the reactants needed to synthesize it. The reactants are: [Br:1][C:2]1[CH:3]=[CH:4][C:5]([SH:8])=[N:6][CH:7]=1.[Cl:9][C:10]1[CH:15]=[CH:14][C:13](I)=[CH:12][N:11]=1.C(=O)([O-])[O-].[K+].[K+].C(O)CO. (6) Given the product [F:1][C:2]1[CH:20]=[CH:19][C:5]([CH2:6][O:7][CH2:8][CH2:9][CH2:10][CH2:11][C@@H:12]([N:16]=[N+:17]=[N-:18])[C:13]([O:15][CH3:23])=[O:14])=[CH:4][C:3]=1[CH3:21], predict the reactants needed to synthesize it. The reactants are: [F:1][C:2]1[CH:20]=[CH:19][C:5]([CH2:6][O:7][CH2:8][CH2:9][CH2:10][CH2:11][C@@H:12]([N:16]=[N+:17]=[N-:18])[C:13]([OH:15])=[O:14])=[CH:4][C:3]=1[CH3:21].Cl[CH2:23]Cl.CO. (7) Given the product [Br:1][C:10]1[S:9][C:8]([S:5]([NH:4][CH3:3])(=[O:7])=[O:6])=[CH:12][CH:11]=1, predict the reactants needed to synthesize it. The reactants are: [Br:1]Br.[CH3:3][NH:4][S:5]([C:8]1[S:9][CH:10]=[CH:11][CH:12]=1)(=[O:7])=[O:6].O. (8) Given the product [OH:13][CH2:11][C:10]1[CH:9]=[CH:8][S:7][C:6]=1[C:4]([OH:5])=[O:18], predict the reactants needed to synthesize it. The reactants are: C(N[C:4]([C:6]1[S:7][CH:8]=[CH:9][C:10]=1[CH:11]([OH:13])C)=[O:5])C.Cl.[OH-].[Na+].C(=O)(O)[O-:18].[Na+]. (9) Given the product [Br:23][C:24]1[C:25]([O:32][CH3:33])=[CH:26][C:27]([CH:30]=[O:31])=[N:28][CH:29]=1, predict the reactants needed to synthesize it. The reactants are: CC(OI1(OC(C)=O)(OC(C)=O)OC(=O)C2C=CC=CC1=2)=O.[Br:23][C:24]1[C:25]([O:32][CH3:33])=[CH:26][C:27]([CH2:30][OH:31])=[N:28][CH:29]=1.[OH-].[Na+]. (10) Given the product [C:1]1([C:7]2([CH2:20][O:21][CH2:22][C:23]3[CH:24]=[C:25]([C:32]([F:33])([F:35])[F:34])[CH:26]=[C:27]4[C:31]=3[NH:30][N:29]=[CH:28]4)[CH2:12][CH2:11][NH:10][CH2:9][CH2:8]2)[CH:2]=[CH:3][CH:4]=[CH:5][CH:6]=1, predict the reactants needed to synthesize it. The reactants are: [C:1]1([C:7]2([CH2:20][O:21][CH2:22][C:23]3[CH:24]=[C:25]([C:32]([F:35])([F:34])[F:33])[CH:26]=[C:27]4[C:31]=3[NH:30][N:29]=[CH:28]4)[CH2:12][CH2:11][N:10](C(OC(C)(C)C)=O)[CH2:9][CH2:8]2)[CH:6]=[CH:5][CH:4]=[CH:3][CH:2]=1.